Dataset: NCI-60 drug combinations with 297,098 pairs across 59 cell lines. Task: Regression. Given two drug SMILES strings and cell line genomic features, predict the synergy score measuring deviation from expected non-interaction effect. (1) Drug 1: CCC1(CC2CC(C3=C(CCN(C2)C1)C4=CC=CC=C4N3)(C5=C(C=C6C(=C5)C78CCN9C7C(C=CC9)(C(C(C8N6C)(C(=O)OC)O)OC(=O)C)CC)OC)C(=O)OC)O.OS(=O)(=O)O. Drug 2: CC1CCCC2(C(O2)CC(NC(=O)CC(C(C(=O)C(C1O)C)(C)C)O)C(=CC3=CSC(=N3)C)C)C. Cell line: BT-549. Synergy scores: CSS=37.2, Synergy_ZIP=3.96, Synergy_Bliss=0.847, Synergy_Loewe=-10.3, Synergy_HSA=-1.31. (2) Drug 1: CC1=C(C(=O)C2=C(C1=O)N3CC4C(C3(C2COC(=O)N)OC)N4)N. Drug 2: C1C(C(OC1N2C=NC3=C2NC=NCC3O)CO)O. Cell line: PC-3. Synergy scores: CSS=4.37, Synergy_ZIP=-0.615, Synergy_Bliss=0.0950, Synergy_Loewe=1.65, Synergy_HSA=-0.243.